From a dataset of Peptide-MHC class I binding affinity with 185,985 pairs from IEDB/IMGT. Regression. Given a peptide amino acid sequence and an MHC pseudo amino acid sequence, predict their binding affinity value. This is MHC class I binding data. (1) The peptide sequence is YFDPANGKF. The MHC is HLA-A31:01 with pseudo-sequence HLA-A31:01. The binding affinity (normalized) is 0.0847. (2) The peptide sequence is VFCNDHKGNR. The MHC is HLA-A68:01 with pseudo-sequence HLA-A68:01. The binding affinity (normalized) is 0.231. (3) The peptide sequence is MFVPKYFEL. The MHC is HLA-A23:01 with pseudo-sequence HLA-A23:01. The binding affinity (normalized) is 0.778. (4) The peptide sequence is YTILIILVI. The MHC is H-2-Db with pseudo-sequence H-2-Db. The binding affinity (normalized) is 0.0984. (5) The MHC is HLA-A02:01 with pseudo-sequence HLA-A02:01. The binding affinity (normalized) is 0.0847. The peptide sequence is ELRGLLKDV.